Dataset: CYP2D6 inhibition data for predicting drug metabolism from PubChem BioAssay. Task: Regression/Classification. Given a drug SMILES string, predict its absorption, distribution, metabolism, or excretion properties. Task type varies by dataset: regression for continuous measurements (e.g., permeability, clearance, half-life) or binary classification for categorical outcomes (e.g., BBB penetration, CYP inhibition). Dataset: cyp2d6_veith. (1) The compound is Cc1nc(SC2CC(=O)N(c3ccc([N+](=O)[O-])cc3)C2=O)nc2c1CCCC2. The result is 0 (non-inhibitor). (2) The molecule is COC(=O)NC/C=C\c1nc(CCCO)co1. The result is 0 (non-inhibitor). (3) The compound is CCOC(=O)c1sc(NC(C)=O)nc1-c1ccccc1. The result is 0 (non-inhibitor).